This data is from Peptide-MHC class I binding affinity with 185,985 pairs from IEDB/IMGT. The task is: Regression. Given a peptide amino acid sequence and an MHC pseudo amino acid sequence, predict their binding affinity value. This is MHC class I binding data. (1) The peptide sequence is SDRVVFVLWA. The MHC is HLA-B44:03 with pseudo-sequence HLA-B44:03. The binding affinity (normalized) is 0.390. (2) The peptide sequence is YYIKVSARV. The MHC is Patr-B0101 with pseudo-sequence Patr-B0101. The binding affinity (normalized) is 0. (3) The peptide sequence is SAAFEDLRL. The binding affinity (normalized) is 0.0454. The MHC is HLA-A02:06 with pseudo-sequence HLA-A02:06. (4) The binding affinity (normalized) is 0.0847. The peptide sequence is VTTEVAFGL. The MHC is HLA-B07:02 with pseudo-sequence HLA-B07:02. (5) The peptide sequence is LPVLLGSFGC. The MHC is HLA-B35:01 with pseudo-sequence HLA-B35:01. The binding affinity (normalized) is 0.197.